Dataset: Forward reaction prediction with 1.9M reactions from USPTO patents (1976-2016). Task: Predict the product of the given reaction. (1) Given the reactants [H-].C([Al+]CC(C)C)C(C)C.CCCCCC.[CH:17]1([CH:22]([CH3:28])[CH2:23][CH2:24][CH2:25][C:26]#N)[CH2:21][CH2:20][CH2:19][CH2:18]1.[OH:29]S(O)(=O)=O, predict the reaction product. The product is: [CH:17]1([CH:22]([CH3:28])[CH2:23][CH2:24][CH2:25][CH:26]=[O:29])[CH2:21][CH2:20][CH2:19][CH2:18]1. (2) The product is: [C:17]([O:16][C:14]([NH:12][N:13]=[C:8]1[CH2:9][CH2:10][CH:5]([C:1]([CH3:4])([CH3:3])[CH3:2])[CH2:6][CH2:7]1)=[O:15])([CH3:20])([CH3:19])[CH3:18]. Given the reactants [C:1]([CH:5]1[CH2:10][CH2:9][C:8](=O)[CH2:7][CH2:6]1)([CH3:4])([CH3:3])[CH3:2].[NH:12]([C:14]([O:16][C:17]([CH3:20])([CH3:19])[CH3:18])=[O:15])[NH2:13].[O-]S([O-])(=O)=O.[Mg+2].[O-]S([O-])(=O)=O.[Na+].[Na+], predict the reaction product. (3) Given the reactants C(OC(=O)C[C:6]#[N:7])C.O.[NH2:10][NH2:11].[C:12]1([C:18]([S:20][CH2:21][C:22](O)=O)=S)[CH:17]=[CH:16][CH:15]=[CH:14][CH:13]=1.[OH-].[Na+].S(=O)(=O)(O)O, predict the reaction product. The product is: [C:12]1([C:18]2[S:20][C:21]([CH2:22][C:6]#[N:7])=[N:11][N:10]=2)[CH:17]=[CH:16][CH:15]=[CH:14][CH:13]=1. (4) Given the reactants [S:1](Cl)([C:4]1[CH:10]=[CH:9][C:7]([CH3:8])=[CH:6][CH:5]=1)(=[O:3])=[O:2].[OH:12][CH2:13][CH2:14][O:15][CH2:16][CH2:17][O:18][CH2:19][CH2:20][O:21][C:22]1[CH:27]=[CH:26][C:25](/[CH:28]=[CH:29]/[C:30]2[CH:35]=[CH:34][C:33]([N:36]([CH3:38])[CH3:37])=[CH:32][CH:31]=2)=[CH:24][N:23]=1.O, predict the reaction product. The product is: [S:1]([O:12][CH2:13][CH2:14][O:15][CH2:16][CH2:17][O:18][CH2:19][CH2:20][O:21][C:22]1[CH:27]=[CH:26][C:25](/[CH:28]=[CH:29]/[C:30]2[CH:35]=[CH:34][C:33]([N:36]([CH3:38])[CH3:37])=[CH:32][CH:31]=2)=[CH:24][N:23]=1)([C:4]1[CH:10]=[CH:9][C:7]([CH3:8])=[CH:6][CH:5]=1)(=[O:3])=[O:2]. (5) Given the reactants [C:1]([O-:4])([O-])=O.[K+].[K+].CI.[Br:9][C:10]1[CH:15]=[C:14]([F:16])[CH:13]=[CH:12][C:11]=1[N:17]1[C:21](=O)[NH:20][N:19]=[N:18]1.CCOC(C)=O, predict the reaction product. The product is: [Br:9][C:10]1[CH:15]=[C:14]([F:16])[CH:13]=[CH:12][C:11]=1[N:17]1[C:1](=[O:4])[N:20]([CH3:21])[N:19]=[N:18]1. (6) Given the reactants C(O)[C@H]1O[C@@H]2O[C@H]3[C@H](O)[C@@H](O)[C@@H](O[C@H]4[C@H](O)[C@@H](O)[C@@H](O[C@H]5[C@H](O)[C@@H](O)[C@@H](O[C@H]6[C@H](O)[C@@H](O)[C@@H](O[C@H]7[C@H](O)[C@@H](O)[C@@H](O[C@H]8[C@H](O)[C@@H](O)[C@@H](O[C@H]1[C@H](O)[C@H]2O)O[C@@H]8CO)O[C@@H]7CO)O[C@@H]6CO)O[C@@H]5CO)O[C@@H]4CO)O[C@@H]3CO.[Cl:78][C:79]1[CH:84]=[C:83]([Cl:85])[CH:82]=[CH:81][C:80]=1[C:86](=O)[CH2:87][C:88]#[N:89].C1C(=O)N(Br)C(=O)C1.[NH2:99][C:100]([NH2:102])=[S:101], predict the reaction product. The product is: [NH2:102][C:100]1[S:101][C:87]([C:88]#[N:89])=[C:86]([C:80]2[CH:81]=[CH:82][C:83]([Cl:85])=[CH:84][C:79]=2[Cl:78])[N:99]=1. (7) Given the reactants [Cl:1][C:2]1[N:3]=[C:4]([N:14]2[CH2:19][CH2:18][O:17][CH2:16][CH2:15]2)[C:5]2[S:10][C:9]([CH:11]=O)=[C:8]([CH3:13])[C:6]=2[N:7]=1.C(O)(=O)C(O)=O.[OH:26][C@@H:27]([CH3:36])[C:28]([N:30]1[CH2:35][CH2:34][NH:33][CH2:32][CH2:31]1)=[O:29].C([O-])(=O)C.[Na+].C(O)(=O)C.COC(OC)OC.[B].CC1N=CC=CC=1.C1COCC1, predict the reaction product. The product is: [Cl:1][C:2]1[N:3]=[C:4]([N:14]2[CH2:19][CH2:18][O:17][CH2:16][CH2:15]2)[C:5]2[S:10][C:9]([CH2:11][N:33]3[CH2:32][CH2:31][N:30]([C:28](=[O:29])[C@@H:27]([OH:26])[CH3:36])[CH2:35][CH2:34]3)=[C:8]([CH3:13])[C:6]=2[N:7]=1.